This data is from CYP2C19 inhibition data for predicting drug metabolism from PubChem BioAssay. The task is: Regression/Classification. Given a drug SMILES string, predict its absorption, distribution, metabolism, or excretion properties. Task type varies by dataset: regression for continuous measurements (e.g., permeability, clearance, half-life) or binary classification for categorical outcomes (e.g., BBB penetration, CYP inhibition). Dataset: cyp2c19_veith. (1) The molecule is NC(=S)Nc1cccc2cccnc12. The result is 0 (non-inhibitor). (2) The compound is CC[C@]1(c2ccccc2)NC(=O)N(C)C1=O. The result is 0 (non-inhibitor). (3) The molecule is COc1ccc(C(=O)Nc2cc(OC)cc(OC)c2)cc1. The result is 1 (inhibitor). (4) The compound is COC(=O)c1ccc(C2C(Oc3ccccc3)C(=O)N2CCc2ccc(OC)c(OC)c2)cc1. The result is 1 (inhibitor).